Dataset: Peptide-MHC class I binding affinity with 185,985 pairs from IEDB/IMGT. Task: Regression. Given a peptide amino acid sequence and an MHC pseudo amino acid sequence, predict their binding affinity value. This is MHC class I binding data. (1) The MHC is HLA-A31:01 with pseudo-sequence HLA-A31:01. The peptide sequence is CYDLMSFLE. The binding affinity (normalized) is 0.0847. (2) The peptide sequence is MMWATAQAL. The MHC is HLA-C07:02 with pseudo-sequence HLA-C07:02. The binding affinity (normalized) is 0.413. (3) The peptide sequence is KLLISKGIEI. The MHC is HLA-A02:01 with pseudo-sequence HLA-A02:01. The binding affinity (normalized) is 0.549.